The task is: Binary Classification. Given a miRNA mature sequence and a target amino acid sequence, predict their likelihood of interaction.. This data is from Experimentally validated miRNA-target interactions with 360,000+ pairs, plus equal number of negative samples. The miRNA is mmu-miR-18a-5p with sequence UAAGGUGCAUCUAGUGCAGAUAG. The protein sequence of the target gene is MEHSGILASLILIAVLPQGSPFKIQVTEYEDKVFVTCNTSVMHLDGTVEGWFAKNKTLNLGKGVLDPRGIYLCNGTEQLAKVVSSVQVHYRMCQNCVELDSGTMAGVIFIDLIATLLLALGVYCFAGHETGRPSGAAEVQALLKNEQLYQPLRDREDTQYSRLGGNWPRNKKS. Result: 0 (no interaction).